From a dataset of Full USPTO retrosynthesis dataset with 1.9M reactions from patents (1976-2016). Predict the reactants needed to synthesize the given product. (1) Given the product [CH2:17]([O:19][C:20](=[O:29])[C:21]1[CH:26]=[C:25]([Cl:27])[CH:24]=[C:23]([N:7]2[C:8]([NH2:10])=[CH:9][C:5]([C:1]([CH3:4])([CH3:3])[CH3:2])=[N:6]2)[CH:22]=1)[CH3:18], predict the reactants needed to synthesize it. The reactants are: [C:1]([C:5]1[CH:9]=[C:8]([NH2:10])[NH:7][N:6]=1)([CH3:4])([CH3:3])[CH3:2].C(=O)([O-])[O-].[K+].[K+].[CH2:17]([O:19][C:20](=[O:29])[C:21]1[CH:26]=[C:25]([Cl:27])[CH:24]=[C:23](Br)[CH:22]=1)[CH3:18]. (2) Given the product [F:38][C:23]1[S:22][C:21]([C:18]2[CH:19]=[CH:20][C:15]([C:12]3[CH:11]=[CH:10][C:9]([C:6]4([C:4]([OH:5])=[O:3])[CH2:8][CH2:7]4)=[CH:14][CH:13]=3)=[CH:16][CH:17]=2)=[C:25]([NH:26][C:27]([O:29][CH:30]([C:32]2[CH:36]=[CH:35][S:34][C:33]=2[CH3:37])[CH3:31])=[O:28])[CH:24]=1, predict the reactants needed to synthesize it. The reactants are: C([O:3][C:4]([C:6]1([C:9]2[CH:14]=[CH:13][C:12]([C:15]3[CH:20]=[CH:19][C:18]([C:21]4[S:22][C:23]([F:38])=[CH:24][C:25]=4[NH:26][C:27]([O:29][CH:30]([C:32]4[CH:36]=[CH:35][S:34][C:33]=4[CH3:37])[CH3:31])=[O:28])=[CH:17][CH:16]=3)=[CH:11][CH:10]=2)[CH2:8][CH2:7]1)=[O:5])C.[OH-].[Na+].Cl. (3) Given the product [C:1]([N:4]1[C:13]2[C:8](=[CH:9][C:10]([C:34]3[CH:33]=[CH:32][C:31]([CH2:30][N:24]4[CH2:29][CH2:28][CH2:27][CH2:26][CH2:25]4)=[CH:36][CH:35]=3)=[CH:11][CH:12]=2)[C@H:7]([NH:15][C:16](=[O:21])[O:17][CH:18]([CH3:20])[CH3:19])[CH2:6][C@@H:5]1[CH3:22])(=[O:3])[CH3:2], predict the reactants needed to synthesize it. The reactants are: [C:1]([N:4]1[C:13]2[C:8](=[CH:9][C:10](Br)=[CH:11][CH:12]=2)[C@H:7]([NH:15][C:16](=[O:21])[O:17][CH:18]([CH3:20])[CH3:19])[CH2:6][C@@H:5]1[CH3:22])(=[O:3])[CH3:2].Cl.[N:24]1([CH2:30][C:31]2[CH:36]=[CH:35][C:34](B(O)O)=[CH:33][CH:32]=2)[CH2:29][CH2:28][CH2:27][CH2:26][CH2:25]1.C(N1C2C(=CC(C#C[Si](C)(C)C)=CC=2)[C@H](NC(=O)OC(C)(C)C)C[C@@H]1C)(=O)C.C(=O)([O-])[O-].[K+].[K+]. (4) Given the product [Br:2][C:3]1[CH:11]=[C:10]2[C:6]([C:7](=[O:31])[NH:51][N:52]=[C:9]2[CH2:41][C:38]2[CH:39]=[CH:40][C:33]([F:32])=[C:34]([CH:37]=2)[C:35]#[N:36])=[CH:5][CH:4]=1, predict the reactants needed to synthesize it. The reactants are: [Br-].[Br:2][C:3]1[CH:11]=[C:10]2[C:6]([C:7](=[O:31])O[CH:9]2[P+](C2C=CC=CC=2)(C2C=CC=CC=2)C2C=CC=CC=2)=[CH:5][CH:4]=1.[F:32][C:33]1[CH:40]=[CH:39][C:38]([CH:41]=O)=[CH:37][C:34]=1[C:35]#[N:36].C(N(CC)CC)C.O.[NH2:51][NH2:52].